Predict the reactants needed to synthesize the given product. From a dataset of Retrosynthesis with 50K atom-mapped reactions and 10 reaction types from USPTO. (1) Given the product CCS(=O)(=O)N(Cc1cccnc1)c1ccc(Oc2ccccc2C#N)cc1, predict the reactants needed to synthesize it. The reactants are: CCS(=O)(=O)Cl.N#Cc1ccccc1Oc1ccc(NCc2cccnc2)cc1. (2) Given the product CCOC(=O)C(C)(C)CC#CC(=O)C(C)(C)C, predict the reactants needed to synthesize it. The reactants are: C#CCC(C)(C)C(=O)OCC.CC(C)(C)C(=O)Cl. (3) Given the product CCOC(=O)N1CCN(C2Cc3ccc(Cl)cc3Sc3ccc(F)cc32)CC1, predict the reactants needed to synthesize it. The reactants are: CCOC(=O)N1CCNCC1.Fc1ccc2c(c1)C(Cl)Cc1ccc(Cl)cc1S2.